The task is: Predict the reaction yield, written as a fraction of the theoretical maximum amount of product (1.0 means a 100% yield; for example, 0.34 means a 34% yield).. This data is from Reaction yield outcomes from USPTO patents with 853,638 reactions. The reactants are [C:1]([NH:24][C@@H:25]([CH2:29][CH2:30][CH2:31][CH2:32][NH:33][C:34](=[O:56])[CH2:35][CH2:36]/[CH:37]=[CH:38]\[CH2:39]/[CH:40]=[CH:41]\[CH2:42]/[CH:43]=[CH:44]\[CH2:45]/[CH:46]=[CH:47]\[CH2:48]/[CH:49]=[CH:50]\[CH2:51]/[CH:52]=[CH:53]\[CH2:54][CH3:55])[C:26]([OH:28])=O)(=[O:23])[CH2:2][CH2:3]/[CH:4]=[CH:5]\[CH2:6]/[CH:7]=[CH:8]\[CH2:9]/[CH:10]=[CH:11]\[CH2:12]/[CH:13]=[CH:14]\[CH2:15]/[CH:16]=[CH:17]\[CH2:18]/[CH:19]=[CH:20]\[CH2:21][CH3:22].[NH2:57][C:58]1[S:59][C:60]2[CH2:66][C@H:65]([N:67]([CH2:75][CH2:76][CH3:77])[C:68](=[O:74])[O:69][C:70]([CH3:73])([CH3:72])[CH3:71])[CH2:64][CH2:63][C:61]=2[N:62]=1.CN(C(ON1N=NC2C=CC=NC1=2)=[N+](C)C)C.F[P-](F)(F)(F)(F)F.CCN(C(C)C)C(C)C. The catalyst is C(Cl)Cl. The product is [C:1]([NH:24][C@@H:25]([CH2:29][CH2:30][CH2:31][CH2:32][NH:33][C:34](=[O:56])[CH2:35][CH2:36]/[CH:37]=[CH:38]\[CH2:39]/[CH:40]=[CH:41]\[CH2:42]/[CH:43]=[CH:44]\[CH2:45]/[CH:46]=[CH:47]\[CH2:48]/[CH:49]=[CH:50]\[CH2:51]/[CH:52]=[CH:53]\[CH2:54][CH3:55])[C:26]([NH:57][C:58]1[S:59][C:60]2[CH2:66][C@H:65]([N:67]([CH2:75][CH2:76][CH3:77])[C:68](=[O:74])[O:69][C:70]([CH3:71])([CH3:72])[CH3:73])[CH2:64][CH2:63][C:61]=2[N:62]=1)=[O:28])(=[O:23])[CH2:2][CH2:3]/[CH:4]=[CH:5]\[CH2:6]/[CH:7]=[CH:8]\[CH2:9]/[CH:10]=[CH:11]\[CH2:12]/[CH:13]=[CH:14]\[CH2:15]/[CH:16]=[CH:17]\[CH2:18]/[CH:19]=[CH:20]\[CH2:21][CH3:22]. The yield is 0.720.